Dataset: Full USPTO retrosynthesis dataset with 1.9M reactions from patents (1976-2016). Task: Predict the reactants needed to synthesize the given product. (1) Given the product [CH3:1][N:2]([CH3:32])[C:3]([C:5]1[N:26]([CH:27]2[CH2:31][CH2:30][CH2:29][CH2:28]2)[C:8]2[N:9]=[C:10]([NH:13][C:14]3[CH:19]=[CH:18][C:17]([N:20]4[CH2:21][CH2:22][N:23]([CH2:33][C@@H:34]([OH:35])[CH3:36])[CH2:24][CH2:25]4)=[CH:16][N:15]=3)[N:11]=[CH:12][C:7]=2[CH:6]=1)=[O:4], predict the reactants needed to synthesize it. The reactants are: [CH3:1][N:2]([CH3:32])[C:3]([C:5]1[N:26]([CH:27]2[CH2:31][CH2:30][CH2:29][CH2:28]2)[C:8]2[N:9]=[C:10]([NH:13][C:14]3[CH:19]=[CH:18][C:17]([N:20]4[CH2:25][CH2:24][NH:23][CH2:22][CH2:21]4)=[CH:16][N:15]=3)[N:11]=[CH:12][C:7]=2[CH:6]=1)=[O:4].[CH3:33][C@H:34]1[CH2:36][O:35]1. (2) Given the product [Cl:1][C:2]1[CH:3]=[CH:4][C:5]([C:8]2[NH:9][C:10]([CH:13]([C:21]3[CH:26]=[CH:25][C:24]([S:37]([CH3:30])(=[O:39])=[O:36])=[CH:23][N:22]=3)[CH2:14][CH:15]3[CH2:16][CH2:17][O:18][CH2:19][CH2:20]3)=[CH:11][CH:12]=2)=[N:6][CH:7]=1, predict the reactants needed to synthesize it. The reactants are: [Cl:1][C:2]1[CH:3]=[CH:4][C:5]([C:8]2[NH:9][C:10]([CH:13]([C:21]3[CH:26]=[CH:25][C:24](SC)=[CH:23][N:22]=3)[CH2:14][CH:15]3[CH2:20][CH2:19][O:18][CH2:17][CH2:16]3)=[CH:11][CH:12]=2)=[N:6][CH:7]=1.O1CCC[CH2:30]1.O.O[O:36][S:37]([O-:39])=O.[K+].